Dataset: NCI-60 drug combinations with 297,098 pairs across 59 cell lines. Task: Regression. Given two drug SMILES strings and cell line genomic features, predict the synergy score measuring deviation from expected non-interaction effect. Drug 1: C1=NC(=NC(=O)N1C2C(C(C(O2)CO)O)O)N. Drug 2: CS(=O)(=O)CCNCC1=CC=C(O1)C2=CC3=C(C=C2)N=CN=C3NC4=CC(=C(C=C4)OCC5=CC(=CC=C5)F)Cl. Cell line: SF-268. Synergy scores: CSS=-0.747, Synergy_ZIP=-1.96, Synergy_Bliss=1.06, Synergy_Loewe=-7.07, Synergy_HSA=-2.73.